Task: Predict the reaction yield, written as a fraction of the theoretical maximum amount of product (1.0 means a 100% yield; for example, 0.34 means a 34% yield).. Dataset: Reaction yield outcomes from USPTO patents with 853,638 reactions (1) The reactants are [C:1]([N:4]1[C:8]([CH3:9])=[CH:7][C:6]([C:10]([O:12][CH2:13][CH3:14])=[O:11])=[N:5]1)(=[O:3])[CH3:2].C1C(=O)N([Br:22])C(=O)C1. The catalyst is C(Cl)(Cl)(Cl)Cl.C(OOC(=O)C1C=CC=CC=1)(=O)C1C=CC=CC=1. The product is [C:1]([N:4]1[C:8]([CH2:9][Br:22])=[CH:7][C:6]([C:10]([O:12][CH2:13][CH3:14])=[O:11])=[N:5]1)(=[O:3])[CH3:2]. The yield is 0.571. (2) The reactants are CO[C:3]([C:5]1[CH:10]=[CH:9][N:8]=[C:7]([NH2:11])[CH:6]=1)=[O:4].[CH3:12][Li]. The catalyst is C1COCC1. The product is [NH2:11][C:7]1[CH:6]=[C:5]([C:3](=[O:4])[CH3:12])[CH:10]=[CH:9][N:8]=1. The yield is 0.200. (3) The reactants are [NH2:1][C:2]1[CH:3]=[C:4]([NH:8][C:9]2[CH:14]=[C:13]([CH3:15])[N:12]=[C:11]([NH2:16])[N:10]=2)[CH:5]=[CH:6][CH:7]=1.N1C=CC=CC=1.[N+:23]([C:26]1[CH:34]=[CH:33][C:29]([C:30](Cl)=[O:31])=[CH:28][CH:27]=1)([O-:25])=[O:24].N. The catalyst is O1CCOCC1.O. The product is [NH2:16][C:11]1[N:10]=[C:9]([NH:8][C:4]2[CH:3]=[C:2]([NH:1][C:30](=[O:31])[C:29]3[CH:28]=[CH:27][C:26]([N+:23]([O-:25])=[O:24])=[CH:34][CH:33]=3)[CH:7]=[CH:6][CH:5]=2)[CH:14]=[C:13]([CH3:15])[N:12]=1. The yield is 0.940. (4) The reactants are [CH2:1]([O:8][C:9]1[C:13]([C:14]#[N:15])=[C:12](S(C)(=O)=O)[N:11]([CH3:20])[N:10]=1)[C:2]1[CH:7]=[CH:6][CH:5]=[CH:4][CH:3]=1.[CH3:21][O-:22].[Na+].O. The catalyst is CO. The product is [CH2:1]([O:8][C:9]1[C:13]([C:14]#[N:15])=[C:12]([O:22][CH3:21])[N:11]([CH3:20])[N:10]=1)[C:2]1[CH:7]=[CH:6][CH:5]=[CH:4][CH:3]=1. The yield is 0.610. (5) The reactants are [C:1]([C:5]1[CH:10]=[CH:9][C:8]([S:11](/[CH:14]=[CH:15]/[C:16]#[N:17])(=O)=O)=[CH:7][CH:6]=1)([CH3:4])([CH3:3])[CH3:2].C(C1C=CC(S)=CC=1)(C)(C)C.C(N(CC)CC)C.C(Cl)Cl. The catalyst is C(Cl)(Cl)Cl.CCOC(C)=O. The product is [C:1]([C:5]1[CH:6]=[CH:7][C:8]([S:11]/[CH:14]=[CH:15]/[C:16]#[N:17])=[CH:9][CH:10]=1)([CH3:4])([CH3:2])[CH3:3]. The yield is 0.970. (6) The reactants are [CH3:1][NH:2][N:3]=[CH:4][C:5](=[O:7])[CH3:6].[CH:8]([C:11]1[CH:16]=[CH:15][C:14]([C:17](=O)[CH:18]=[O:19])=[CH:13][CH:12]=1)([CH3:10])[CH3:9].CCCCCC.C(OCC)(=O)C. The catalyst is C(O)(=O)C. The product is [CH:8]([C:11]1[CH:16]=[CH:15][C:14]([C:17]2[N:2]([CH3:1])[N:3]=[C:4]([C:5](=[O:7])[CH3:6])[C:18]=2[OH:19])=[CH:13][CH:12]=1)([CH3:10])[CH3:9]. The yield is 0.0400. (7) The reactants are [S:1]1[C:5]2[CH:6]=[C:7]([CH2:9]O)[NH:8][C:4]=2[N:3]=[CH:2]1.FC(F)(F)C(O)=O.C([SiH](CC)CC)C.C(=O)(O)[O-].[Na+]. The product is [CH3:9][C:7]1[NH:8][C:4]2[N:3]=[CH:2][S:1][C:5]=2[CH:6]=1. The catalyst is C(Cl)Cl. The yield is 0.450.